From a dataset of Forward reaction prediction with 1.9M reactions from USPTO patents (1976-2016). Predict the product of the given reaction. (1) Given the reactants [CH3:1][CH:2]([C:6]1[CH:15]=[CH:14][C:9]([C:10]([O:12]C)=[O:11])=[CH:8][CH:7]=1)[CH2:3][CH2:4][CH3:5].O.[OH-].[Li+].O1CCCC1.CO, predict the reaction product. The product is: [CH3:1][CH:2]([C:6]1[CH:7]=[CH:8][C:9]([C:10]([OH:12])=[O:11])=[CH:14][CH:15]=1)[CH2:3][CH2:4][CH3:5]. (2) Given the reactants [C:1]([C:5]1[CH:10]=[CH:9][C:8]([CH:11]2[CH2:13][CH:12]2[C:14]([OH:16])=O)=[CH:7][CH:6]=1)([CH3:4])([CH3:3])[CH3:2].C(Cl)(=O)C(Cl)=O.[NH2:23][CH2:24][C:25]([C:27]1[CH:32]=[C:31]([O:33][CH3:34])[CH:30]=[CH:29][C:28]=1[CH3:35])=[O:26].C(N(C(C)C)CC)(C)C, predict the reaction product. The product is: [C:1]([C:5]1[CH:6]=[CH:7][C:8]([CH:11]2[CH2:13][CH:12]2[C:14]([NH:23][CH2:24][C:25]([C:27]2[CH:32]=[C:31]([O:33][CH3:34])[CH:30]=[CH:29][C:28]=2[CH3:35])=[O:26])=[O:16])=[CH:9][CH:10]=1)([CH3:2])([CH3:3])[CH3:4]. (3) Given the reactants C(O[C:4]([C:6]1[C:11]([NH:12][C:13]2[N:14]([CH3:21])[N:15]=[C:16]([CH:18]3[CH2:20][CH2:19]3)[CH:17]=2)=[CH:10][CH:9]=[C:8]([CH3:22])[N:7]=1)=[O:5])C.[NH2:23][C:24]1[CH:29]=[CH:28][C:27]([F:30])=[C:26]([CH3:31])[N:25]=1, predict the reaction product. The product is: [F:30][C:27]1[CH:28]=[CH:29][C:24]([NH:23][C:4]([C:6]2[C:11]([NH:12][C:13]3[N:14]([CH3:21])[N:15]=[C:16]([CH:18]4[CH2:19][CH2:20]4)[CH:17]=3)=[CH:10][CH:9]=[C:8]([CH3:22])[N:7]=2)=[O:5])=[N:25][C:26]=1[CH3:31]. (4) Given the reactants [F:1][C@:2]1([CH3:18])[C@H:6]([OH:7])[C@@H:5]([CH2:8][OH:9])[O:4][C@H:3]1[N:10]1[CH:15]=[CH:14][C:13](=[O:16])[NH:12][C:11]1=[O:17].N1C=NN=N1.C(N([CH:31]([O:39][P:40]([O-])[O-:41])N(C(C)C)C(C)C)C(C)C)(C)C, predict the reaction product. The product is: [F:1][C@:2]1([CH3:18])[C@@H:6]2[O:7][P@:40]([O:39][CH3:31])(=[O:41])[O:9][CH2:8][C@H:5]2[O:4][C@H:3]1[N:10]1[CH:15]=[CH:14][C:13](=[O:16])[NH:12][C:11]1=[O:17]. (5) Given the reactants [CH2:1]([C:3]1[NH:4][C:5](=[O:10])[CH:6]=[C:7]([CH3:9])[N:8]=1)C.Br[CH2:12][CH2:13][O:14][C:15]1[CH:22]=[CH:21][C:18]([CH:19]=[O:20])=[CH:17][CH:16]=1.[Li+].[Br-].[H-].[Na+], predict the reaction product. The product is: [CH3:1][C:3]1[N:4]([CH2:12][CH2:13][O:14][C:15]2[CH:22]=[CH:21][C:18]([CH:19]=[O:20])=[CH:17][CH:16]=2)[C:5](=[O:10])[CH:6]=[C:7]([CH3:9])[N:8]=1. (6) Given the reactants C([N:4]1[CH2:8][C@H:7]([O:9][CH2:10][CH3:11])[C@H:6]([NH:12][C:13]2[C:18]([CH2:19][CH3:20])=[N:17][C:16]([C:21]3[CH:26]=[CH:25][C:24]([Cl:27])=[CH:23][C:22]=3[Cl:28])=[C:15]([CH2:29][CH3:30])[N:14]=2)[CH2:5]1)(=O)C.Cl[C:32]([O:34][CH2:35][CH2:36][F:37])=[O:33], predict the reaction product. The product is: [Cl:28][C:22]1[CH:23]=[C:24]([Cl:27])[CH:25]=[CH:26][C:21]=1[C:16]1[N:17]=[C:18]([CH2:19][CH3:20])[C:13]([NH:12][C@H:6]2[C@@H:7]([O:9][CH2:10][CH3:11])[CH2:8][N:4]([C:32]([O:34][CH2:35][CH2:36][F:37])=[O:33])[CH2:5]2)=[N:14][C:15]=1[CH2:29][CH3:30]. (7) Given the reactants [F:1][C:2]1[C:21]([F:22])=[C:20]([O:23][CH3:24])[C:19]([F:25])=[C:18]([F:26])[C:3]=1[CH2:4][CH:5]1[C:9]2=[N:10][C:11]3[CH:16]=[CH:15][CH:14]=[CH:13][C:12]=3[N:8]2[C:7](=[O:17])[NH:6]1.[NH2:27][C@H:28]1[CH2:33][CH2:32][C@H:31]([OH:34])[CH2:30][CH2:29]1, predict the reaction product. The product is: [NH:8]1[C:12]2[CH:13]=[CH:14][CH:15]=[CH:16][C:11]=2[N:10]=[C:9]1[CH:5]([NH:6][C:7]([NH:27][C@H:28]1[CH2:33][CH2:32][C@H:31]([OH:34])[CH2:30][CH2:29]1)=[O:17])[CH2:4][C:3]1[C:2]([F:1])=[C:21]([F:22])[C:20]([O:23][CH3:24])=[C:19]([F:25])[C:18]=1[F:26].